This data is from Catalyst prediction with 721,799 reactions and 888 catalyst types from USPTO. The task is: Predict which catalyst facilitates the given reaction. Reactant: [Br:1][C:2]1[CH:7]=[CH:6][C:5]([CH2:8][C:9](=O)[CH3:10])=[C:4]([C:12](=O)[C:13]2[CH:18]=[CH:17][C:16]([Cl:19])=[CH:15][CH:14]=2)[CH:3]=1.O.[NH2:22][NH2:23]. Product: [Br:1][C:2]1[CH:7]=[CH:6][C:5]2[CH2:8][C:9]([CH3:10])=[N:22][N:23]=[C:12]([C:13]3[CH:18]=[CH:17][C:16]([Cl:19])=[CH:15][CH:14]=3)[C:4]=2[CH:3]=1. The catalyst class is: 8.